From a dataset of Peptide-MHC class II binding affinity with 134,281 pairs from IEDB. Regression. Given a peptide amino acid sequence and an MHC pseudo amino acid sequence, predict their binding affinity value. This is MHC class II binding data. (1) The peptide sequence is YDKFLANVSTVNTGK. The MHC is DRB1_0401 with pseudo-sequence DRB1_0401. The binding affinity (normalized) is 0.640. (2) The peptide sequence is CYGGHTNEDDSNFAHW. The MHC is DRB3_0101 with pseudo-sequence DRB3_0101. The binding affinity (normalized) is 0. (3) The binding affinity (normalized) is 0.434. The MHC is DRB1_0101 with pseudo-sequence DRB1_0101. The peptide sequence is NQSLGLENIECLKKN. (4) The peptide sequence is KENIIDLTKIDRCFQL. The MHC is DRB3_0101 with pseudo-sequence DRB3_0101. The binding affinity (normalized) is 0. (5) The peptide sequence is GWPYIGSRSQILGRS. The MHC is H-2-IAb with pseudo-sequence H-2-IAb. The binding affinity (normalized) is 0.683. (6) The peptide sequence is PEVKYAVFEAALTKA. The MHC is DRB1_1501 with pseudo-sequence DRB1_1501. The binding affinity (normalized) is 0.804. (7) The peptide sequence is YDKFLANVSTGLTGK. The MHC is DRB1_1101 with pseudo-sequence DRB1_1101. The binding affinity (normalized) is 0.463.